Dataset: Full USPTO retrosynthesis dataset with 1.9M reactions from patents (1976-2016). Task: Predict the reactants needed to synthesize the given product. (1) Given the product [Cl:16][C:9]1[CH:8]=[C:7]([C:11]([F:14])([F:13])[F:12])[N:6]=[C:5]([OH:15])[C:4]=1[N+:1]([O-:3])=[O:2], predict the reactants needed to synthesize it. The reactants are: [N+:1]([C:4]1[C:5]([OH:15])=[N:6][C:7]([C:11]([F:14])([F:13])[F:12])=[CH:8][C:9]=1O)([O-:3])=[O:2].[Cl:16]CCl. (2) Given the product [ClH:1].[ClH:1].[N:16]12[CH2:21][CH2:20][CH:19]([CH2:18][CH2:17]1)[C@@H:14]([NH:13][C:11]([C:9]1[S:10][C:6]3[CH:5]=[C:4]([NH:3][CH:25]([CH3:27])[CH3:24])[CH:23]=[CH:22][C:7]=3[CH:8]=1)=[O:12])[CH2:15]2, predict the reactants needed to synthesize it. The reactants are: [ClH:1].Cl.[NH2:3][C:4]1[CH:23]=[CH:22][C:7]2[CH:8]=[C:9]([C:11]([NH:13][C@@H:14]3[CH:19]4[CH2:20][CH2:21][N:16]([CH2:17][CH2:18]4)[CH2:15]3)=[O:12])[S:10][C:6]=2[CH:5]=1.[CH3:24][C:25]([CH3:27])=O.C(O)(=O)C.C(O[BH-](OC(=O)C)OC(=O)C)(=O)C.[Na+].